From a dataset of Reaction yield outcomes from USPTO patents with 853,638 reactions. Predict the reaction yield, written as a fraction of the theoretical maximum amount of product (1.0 means a 100% yield; for example, 0.34 means a 34% yield). The yield is 0.810. No catalyst specified. The product is [Br:1][C:2]1[CH:7]=[C:6]([N+:10]([O-:12])=[O:11])[CH:5]=[C:4]([CH3:8])[N+:3]=1[O-:9]. The reactants are [Br:1][C:2]1[CH:7]=[CH:6][CH:5]=[C:4]([CH3:8])[N+:3]=1[O-:9].[N+:10]([O-])([OH:12])=[O:11].[OH-].[Na+].